Dataset: Forward reaction prediction with 1.9M reactions from USPTO patents (1976-2016). Task: Predict the product of the given reaction. Given the reactants N12CCN(CC1)[CH2:3][CH2:2]2.[C:9]([O-:12])(=[O:11])[CH3:10].[CH3:13][CH:14]([CH3:20])[CH2:15][C:16](=C)[C:17]#[N:18], predict the reaction product. The product is: [C:17]([C:16](=[CH:15][CH:14]([CH3:13])[CH3:20])[CH2:10][C:9]([O:12][CH2:2][CH3:3])=[O:11])#[N:18].